This data is from Full USPTO retrosynthesis dataset with 1.9M reactions from patents (1976-2016). The task is: Predict the reactants needed to synthesize the given product. Given the product [CH3:1][N:2]1[CH:6]=[CH:5][C:4]([NH:7][C:8]([C:10]2[C:15]([NH:16][C:17]3[CH:18]=[CH:32][CH:25]=[C:21]([C:20]#[N:19])[CH:22]=3)=[CH:14][CH:13]=[C:12]([CH3:23])[N:11]=2)=[O:9])=[N:3]1, predict the reactants needed to synthesize it. The reactants are: [CH3:1][N:2]1[CH:6]=[CH:5][C:4]([NH:7][C:8]([C:10]2[C:15]([NH:16][C:17]3[CH:18]=[N:19][CH:20]=[CH:21][CH:22]=3)=[CH:14][CH:13]=[C:12]([CH3:23])[N:11]=2)=[O:9])=[N:3]1.Br[C:25]1C=C(C=C[CH:32]=1)C#N.